From a dataset of Tox21: 12 toxicity assays (nuclear receptors and stress response pathways). Binary classification across 12 toxicity assays. (1) The drug is CCCOc1ccc2nc(NC(=O)OC)sc2c1. It tested positive (active) for: NR-AhR (Aryl hydrocarbon Receptor agonist activity), NR-ER (Estrogen Receptor agonist activity), SR-ATAD5 (ATAD5 genotoxicity (DNA damage)), SR-MMP (Mitochondrial Membrane Potential disruption), and SR-p53 (p53 tumor suppressor activation). (2) The molecule is COC(=O)[C@@]1(C)[C@H](C)C[C@H]2[C@@H]3CCC4=CC(=O)C=C[C@]4(C)[C@H]3[C@@H](O)C[C@@]21C. It tested positive (active) for: NR-AR (Androgen Receptor agonist activity), and SR-ARE (Antioxidant Response Element (oxidative stress)). (3) The drug is CC(O)C(=O)O.CCOc1ccc2nc3cc(N)ccc3c(N)c2c1. It tested positive (active) for: NR-AR-LBD (Androgen Receptor Ligand Binding Domain agonist), NR-AhR (Aryl hydrocarbon Receptor agonist activity), NR-Aromatase (Aromatase enzyme inhibition), SR-HSE (Heat Shock Element response), SR-MMP (Mitochondrial Membrane Potential disruption), and SR-p53 (p53 tumor suppressor activation).